From a dataset of Reaction yield outcomes from USPTO patents with 853,638 reactions. Predict the reaction yield, written as a fraction of the theoretical maximum amount of product (1.0 means a 100% yield; for example, 0.34 means a 34% yield). (1) The reactants are [O:1]=[C:2]1[C:11]2[C:6](=[CH:7][CH:8]=[CH:9][N:10]=2)[N:5]([CH2:12][C:13]2[CH:18]=[CH:17][CH:16]=[CH:15][C:14]=2[C:19]2[CH:24]=[CH:23][C:22]([C:25]([F:28])([F:27])[F:26])=[CH:21][CH:20]=2)[CH:4]=[C:3]1[C:29]([O:31]CC)=[O:30].O.[OH-].[Li+]. The catalyst is CS(C)=O.CO.O.C(#N)C. The product is [O:1]=[C:2]1[C:11]2[C:6](=[CH:7][CH:8]=[CH:9][N:10]=2)[N:5]([CH2:12][C:13]2[CH:18]=[CH:17][CH:16]=[CH:15][C:14]=2[C:19]2[CH:24]=[CH:23][C:22]([C:25]([F:28])([F:27])[F:26])=[CH:21][CH:20]=2)[CH:4]=[C:3]1[C:29]([OH:31])=[O:30]. The yield is 0.426. (2) The reactants are [Cl:1][C:2]1[C:3]([C:8]2[CH:9]=[C:10]3[C:14](=[C:15]([O:17][CH2:18][CH2:19][C:20]4[CH:25]=[CH:24][CH:23]=[CH:22][N:21]=4)[CH:16]=2)[NH:13][N:12]=[C:11]3[N:26]2[C:34](=[O:35])[C:33]3[C:28](=[CH:29][CH:30]=[CH:31][CH:32]=3)[C:27]2=[O:36])=[N:4][CH:5]=[CH:6][CH:7]=1.CN(C)C=O.[H-].[Na+].[CH3:44][O:45][CH2:46]Cl. The catalyst is O. The product is [Cl:1][C:2]1[C:3]([C:8]2[CH:9]=[C:10]3[C:14](=[C:15]([O:17][CH2:18][CH2:19][C:20]4[CH:25]=[CH:24][CH:23]=[CH:22][N:21]=4)[CH:16]=2)[N:13]([CH2:44][O:45][CH3:46])[N:12]=[C:11]3[N:26]2[C:27](=[O:36])[C:28]3[C:33](=[CH:32][CH:31]=[CH:30][CH:29]=3)[C:34]2=[O:35])=[N:4][CH:5]=[CH:6][CH:7]=1. The yield is 0.760. (3) The reactants are [N:1]([O-:3])=[O:2].[Na+].[CH:5]1([C:8]2[C:17]3[C:12](=[CH:13][CH:14]=[CH:15][CH:16]=3)[CH:11]=[CH:10][CH:9]=2)[CH2:7][CH2:6]1.O. The catalyst is C(OCC)(=O)C. The product is [CH:5]1([C:8]2[C:17]3[C:12](=[CH:13][CH:14]=[CH:15][CH:16]=3)[C:11]([N+:1]([O-:3])=[O:2])=[CH:10][CH:9]=2)[CH2:7][CH2:6]1. The yield is 0.640. (4) The reactants are [CH2:1]([O:3][C:4](=[O:22])[C:5]1[CH:10]=[C:9]([CH:11]=[CH:12]N(C)C)[C:8]([N+:16]([O-])=O)=[CH:7][C:6]=1[N+:19]([O-])=O)[CH3:2]. The catalyst is CCO.[Ni]. The product is [CH2:1]([O:3][C:4]([C:5]1[CH:10]=[C:9]2[C:8](=[CH:7][C:6]=1[NH2:19])[NH:16][CH:12]=[CH:11]2)=[O:22])[CH3:2]. The yield is 0.300.